From a dataset of Catalyst prediction with 721,799 reactions and 888 catalyst types from USPTO. Predict which catalyst facilitates the given reaction. Reactant: [CH3:1][O:2][CH:3]([O:6][CH3:7])[CH2:4]Br.[Cl:8][C:9]1[CH:28]=[CH:27][C:12]([NH:13][C:14]2[C:23]3[C:18](=[CH:19][C:20]([OH:26])=[C:21]([O:24][CH3:25])[CH:22]=3)[N:17]=[CH:16][N:15]=2)=[C:11]([F:29])[CH:10]=1.C(=O)([O-])[O-].[K+].[K+]. Product: [Cl:8][C:9]1[CH:28]=[CH:27][C:12]([NH:13][C:14]2[C:23]3[C:18](=[CH:19][C:20]([O:26][CH2:4][CH:3]([O:6][CH3:7])[O:2][CH3:1])=[C:21]([O:24][CH3:25])[CH:22]=3)[N:17]=[CH:16][N:15]=2)=[C:11]([F:29])[CH:10]=1. The catalyst class is: 3.